Dataset: Forward reaction prediction with 1.9M reactions from USPTO patents (1976-2016). Task: Predict the product of the given reaction. The product is: [CH:16]([N:19]([CH2:20][C:21]1[O:25][N:24]=[C:23]([C:26]2[CH:31]=[CH:30][C:29]([C:32]([F:33])([F:34])[F:35])=[CH:28][CH:27]=2)[N:22]=1)[C:9](=[O:10])[CH2:8][O:7][C:6]1[CH:12]=[CH:13][C:3]([C:2]([F:15])([F:14])[F:1])=[CH:4][CH:5]=1)([CH3:18])[CH3:17]. Given the reactants [F:1][C:2]([F:15])([F:14])[C:3]1[CH:13]=[CH:12][C:6]([O:7][CH2:8][C:9](Cl)=[O:10])=[CH:5][CH:4]=1.[CH:16]([NH:19][CH2:20][C:21]1[O:25][N:24]=[C:23]([C:26]2[CH:31]=[CH:30][C:29]([C:32]([F:35])([F:34])[F:33])=[CH:28][CH:27]=2)[N:22]=1)([CH3:18])[CH3:17].C(N(CC)CC)C, predict the reaction product.